From a dataset of Full USPTO retrosynthesis dataset with 1.9M reactions from patents (1976-2016). Predict the reactants needed to synthesize the given product. (1) Given the product [CH2:1]([N:8]1[CH2:12][C@H:11]([C:13]2[CH:18]=[CH:17][CH:16]=[CH:15][CH:14]=2)[C@@H:10]([CH2:19][OH:20])[CH2:9]1)[C:2]1[CH:3]=[CH:4][CH:5]=[CH:6][CH:7]=1, predict the reactants needed to synthesize it. The reactants are: [CH2:1]([N:8]1[CH2:12][C@H:11]([C:13]2[CH:18]=[CH:17][CH:16]=[CH:15][CH:14]=2)[C@@H:10]([C:19](N2[C@@H](CC3C=CC=CC=3)COC2=O)=[O:20])[CH2:9]1)[C:2]1[CH:7]=[CH:6][CH:5]=[CH:4][CH:3]=1.[H-].[Al+3].[Li+].[H-].[H-].[H-]. (2) Given the product [N:1]1[CH:6]=[CH:5][CH:4]=[CH:3][C:2]=1[CH2:7][N:8]1[C:16]2[C:11](=[CH:12][C:13]([NH:17][C:18]3[C:27]4[C:22](=[CH:23][CH:24]=[CH:25][C:26]=4[O:28][C@H:30]([CH3:32])[C:29]([O:34][CH3:35])=[O:33])[N:21]=[CH:20][N:19]=3)=[CH:14][CH:15]=2)[CH:10]=[N:9]1, predict the reactants needed to synthesize it. The reactants are: [N:1]1[CH:6]=[CH:5][CH:4]=[CH:3][C:2]=1[CH2:7][N:8]1[C:16]2[C:11](=[CH:12][C:13]([NH:17][C:18]3[C:27]4[C:26]([OH:28])=[CH:25][CH:24]=[CH:23][C:22]=4[N:21]=[CH:20][N:19]=3)=[CH:14][CH:15]=2)[CH:10]=[N:9]1.[C:29]([O:34][CH3:35])(=[O:33])[C@H:30]([CH3:32])O.C1(P(C2C=CC=CC=2)C2C=CC=CC=2)C=CC=CC=1. (3) The reactants are: [Cl:1][C:2]1[CH:7]=[CH:6][N:5]2[CH:8]=[CH:9][N:10]=[C:4]2[CH:3]=1.[I:11]NC(=O)CCC(N)=O. Given the product [I:11][C:8]1[N:5]2[CH:6]=[CH:7][C:2]([Cl:1])=[CH:3][C:4]2=[N:10][CH:9]=1, predict the reactants needed to synthesize it. (4) Given the product [O:23]1[CH2:24][CH:25]=[C:26]([C:2]2[N:7]=[CH:6][C:5]3[O:8][C:9]4[C:14]([C@@:15]5([CH2:20][CH2:19][O:18][C:17]([NH2:21])=[N:16]5)[C:4]=3[CH:3]=2)=[CH:13][C:12]([NH2:22])=[CH:11][CH:10]=4)[CH2:27][CH2:28]1, predict the reactants needed to synthesize it. The reactants are: Cl[C:2]1[N:7]=[CH:6][C:5]2[O:8][C:9]3[C:14]([C@@:15]4([CH2:20][CH2:19][O:18][C:17]([NH2:21])=[N:16]4)[C:4]=2[CH:3]=1)=[CH:13][C:12]([NH2:22])=[CH:11][CH:10]=3.[O:23]1[CH2:28][CH:27]=[C:26](B2OC(C)(C)C(C)(C)O2)[CH2:25][CH2:24]1.O.P([O-])([O-])([O-])=O.[K+].[K+].[K+].O1CCOCC1. (5) Given the product [O:14]=[C:13]([N:15]1[CH2:16][CH2:17][N:18]([C:21](=[O:32])[C:22]2[CH:27]=[CH:26][CH:25]=[CH:24][C:23]=2[C:28]([F:31])([F:29])[F:30])[CH2:19][CH2:20]1)[CH2:12][NH:11][C:68]([C:65]1[CH:64]=[CH:63][C:62]([C:57]2[CH:58]=[CH:59][CH:60]=[CH:61][C:56]=2[O:55][CH3:54])=[CH:67][CH:66]=1)=[O:69], predict the reactants needed to synthesize it. The reactants are: CCN(C(C)C)C(C)C.Cl.[NH2:11][CH2:12][C:13]([N:15]1[CH2:20][CH2:19][N:18]([C:21](=[O:32])[C:22]2[CH:27]=[CH:26][CH:25]=[CH:24][C:23]=2[C:28]([F:31])([F:30])[F:29])[CH2:17][CH2:16]1)=[O:14].C1C=CC2N(O)N=NC=2C=1.CCN=C=NCCCN(C)C.[CH3:54][O:55][C:56]1[CH:61]=[CH:60][CH:59]=[CH:58][C:57]=1[C:62]1[CH:67]=[CH:66][C:65]([C:68](O)=[O:69])=[CH:64][CH:63]=1. (6) Given the product [CH3:7][C:4]1[N:3]([C@H:8]2[CH2:12][C@@:11]([CH:17]([CH3:19])[CH3:18])([C:13]([OH:15])=[O:14])[CH:10]=[CH:9]2)[C:2]([CH3:1])=[CH:6][CH:5]=1, predict the reactants needed to synthesize it. The reactants are: [CH3:1][C:2]1[N:3]([C@H:8]2[CH2:12][C@@:11]([CH:17]([CH3:19])[CH3:18])([C:13]([O:15]C)=[O:14])[CH:10]=[CH:9]2)[C:4]([CH3:7])=[CH:5][CH:6]=1.[OH-].[Na+]. (7) Given the product [CH3:8][C:6]1[CH:5]=[C:4]([NH:9][C:10]2[N:15]=[C:14]([C:16]([F:18])([F:17])[F:19])[CH:13]=[CH:12][N:11]=2)[CH:3]=[C:2]([C:24]2[CH:25]=[N:20][CH:21]=[N:22][CH:23]=2)[CH:7]=1.[CH:29]([O-:31])=[O:30], predict the reactants needed to synthesize it. The reactants are: Br[C:2]1[CH:3]=[C:4]([NH:9][C:10]2[N:15]=[C:14]([C:16]([F:19])([F:18])[F:17])[CH:13]=[CH:12][N:11]=2)[CH:5]=[C:6]([CH3:8])[CH:7]=1.[N:20]1[CH:25]=[C:24](B(O)O)[CH:23]=[N:22][CH:21]=1.[C:29](=O)([O-:31])[O-:30].[Na+].[Na+].C(#N)C. (8) Given the product [CH2:32]([O:31][CH:5]([CH2:6][C:7]1[CH:15]=[CH:14][C:13]([O:16][CH2:17][CH2:18][C:19]2[N:20]=[C:21]([C:25]3[CH:26]=[CH:27][CH:28]=[CH:29][CH:30]=3)[O:22][C:23]=2[CH3:24])=[C:12]2[C:8]=1[CH2:9][CH2:10][CH2:11]2)[C:4]([OH:34])=[O:3])[CH3:33], predict the reactants needed to synthesize it. The reactants are: C([O:3][C:4](=[O:34])[CH:5]([O:31][CH2:32][CH3:33])[CH2:6][C:7]1[CH:15]=[CH:14][C:13]([O:16][CH2:17][CH2:18][C:19]2[N:20]=[C:21]([C:25]3[CH:30]=[CH:29][CH:28]=[CH:27][CH:26]=3)[O:22][C:23]=2[CH3:24])=[C:12]2[C:8]=1[CH2:9][CH2:10][CH2:11]2)C.[Li+].[OH-].Cl. (9) Given the product [C:32]([CH2:31][N:11]1[CH2:12][CH2:13][N:14]([CH2:17][C:18](=[O:30])[CH2:19][CH2:20][C:21]2[CH:26]=[CH:25][C:24]([N+:27]([O-:29])=[O:28])=[CH:23][CH:22]=2)[CH2:15][CH2:16][N:8]([CH2:7][C:6]([OH:39])=[O:5])[CH2:9][CH2:10]1)([OH:34])=[O:33], predict the reactants needed to synthesize it. The reactants are: C([O:5][C:6](=[O:39])[CH2:7][N:8]1[CH2:16][CH2:15][N:14]([CH2:17][C:18](=[O:30])[CH2:19][CH2:20][C:21]2[CH:26]=[CH:25][C:24]([N+:27]([O-:29])=[O:28])=[CH:23][CH:22]=2)[CH2:13][CH2:12][N:11]([CH2:31][C:32]([O:34]C(C)(C)C)=[O:33])[CH2:10][CH2:9]1)(C)(C)C.